This data is from Peptide-MHC class I binding affinity with 185,985 pairs from IEDB/IMGT. The task is: Regression. Given a peptide amino acid sequence and an MHC pseudo amino acid sequence, predict their binding affinity value. This is MHC class I binding data. (1) The peptide sequence is LMQWWSDYV. The MHC is HLA-B35:01 with pseudo-sequence HLA-B35:01. The binding affinity (normalized) is 0.0847. (2) The peptide sequence is WSFLEDRVY. The MHC is HLA-A02:01 with pseudo-sequence HLA-A02:01. The binding affinity (normalized) is 0.0847. (3) The peptide sequence is RMFLAMITY. The MHC is HLA-A26:01 with pseudo-sequence HLA-A26:01. The binding affinity (normalized) is 0.0847.